This data is from Catalyst prediction with 721,799 reactions and 888 catalyst types from USPTO. The task is: Predict which catalyst facilitates the given reaction. (1) Reactant: C([N:5]1[C:18](=[O:19])[N:8]2[CH:9]=[C:10]([C:14]([CH3:17])([CH3:16])[CH3:15])[N:11]=[C:12]([Cl:13])[C:7]2=[N:6]1)(C)(C)C.[Cl-].[Cl-].[Cl-].[Al+3]. Product: [C:14]([C:10]1[N:11]=[C:12]([Cl:13])[C:7]2[N:8]([C:18](=[O:19])[NH:5][N:6]=2)[CH:9]=1)([CH3:17])([CH3:15])[CH3:16]. The catalyst class is: 26. (2) Reactant: [CH2:1]([C:3]12[CH2:19][CH2:18][C:17](=[O:20])[CH:16]=[C:4]1[CH2:5][CH2:6][CH2:7][C:8]1[CH:13]=[C:12]([O:14]C)[CH:11]=[CH:10][C:9]=12)[CH3:2].NC(C(O)=O)CCSC.CS(O)(=O)=O. Product: [CH2:1]([C:3]12[CH2:19][CH2:18][C:17](=[O:20])[CH:16]=[C:4]1[CH2:5][CH2:6][CH2:7][C:8]1[CH:13]=[C:12]([OH:14])[CH:11]=[CH:10][C:9]=12)[CH3:2]. The catalyst class is: 2.